Dataset: Full USPTO retrosynthesis dataset with 1.9M reactions from patents (1976-2016). Task: Predict the reactants needed to synthesize the given product. (1) The reactants are: Br[C:2]1[CH:3]=[C:4]2[C:13](=[CH:14][C:15]=1[F:16])[CH:12]1[CH2:17][CH:10]([CH2:11]1)[N:9]1[C:5]2=[N:6][C:7]([C:22]([NH2:24])=[O:23])=[C:8]1[C:18]([NH:20][CH3:21])=[O:19].[CH3:25][C:26]1[O:30][N:29]=[C:28]([C@:31]([OH:35])([C:33]#[CH:34])[CH3:32])[N:27]=1. Given the product [F:16][C:15]1[CH:14]=[C:13]2[C:4]([C:5]3[N:9]([CH:10]4[CH2:17][CH:12]2[CH2:11]4)[C:8]([C:18]([NH:20][CH3:21])=[O:19])=[C:7]([C:22]([NH2:24])=[O:23])[N:6]=3)=[CH:3][C:2]=1[C:34]#[C:33][C@@:31]([OH:35])([C:28]1[N:27]=[C:26]([CH3:25])[O:30][N:29]=1)[CH3:32], predict the reactants needed to synthesize it. (2) Given the product [CH2:1]([NH:3][C:14]([C:12]1[S:13][C:6]2[C:7](=[N:8][CH:9]=[CH:10][C:5]=2[Cl:4])[CH:11]=1)=[O:15])[CH3:2], predict the reactants needed to synthesize it. The reactants are: [CH2:1]([NH2:3])[CH3:2].[Cl:4][C:5]1[CH:10]=[CH:9][N:8]=[C:7]2[CH:11]=[C:12]([C:14]([O-])=[O:15])[S:13][C:6]=12.[Li+].